The task is: Predict the reactants needed to synthesize the given product.. This data is from Full USPTO retrosynthesis dataset with 1.9M reactions from patents (1976-2016). (1) Given the product [Cl:1][C:2]1[CH:7]=[CH:6][C:5]([CH:8]([C:36]2[CH:37]=[CH:38][C:39]([Cl:42])=[CH:40][CH:41]=2)[C:9]2[CH:10]=[C:11]3[C:16](=[CH:17][CH:18]=2)[N:15]=[CH:14][N:13]=[C:12]3[NH:19][CH:20]2[CH2:21][CH2:22][N:23]([S:26]([C:29]3[CH:34]=[CH:33][C:32]([O:35][CH2:44][C:45]([O:47][CH2:48][CH3:49])=[O:46])=[CH:31][CH:30]=3)(=[O:28])=[O:27])[CH2:24][CH2:25]2)=[CH:4][CH:3]=1, predict the reactants needed to synthesize it. The reactants are: [Cl:1][C:2]1[CH:7]=[CH:6][C:5]([CH:8]([C:36]2[CH:41]=[CH:40][C:39]([Cl:42])=[CH:38][CH:37]=2)[C:9]2[CH:10]=[C:11]3[C:16](=[CH:17][CH:18]=2)[N:15]=[CH:14][N:13]=[C:12]3[NH:19][CH:20]2[CH2:25][CH2:24][N:23]([S:26]([C:29]3[CH:34]=[CH:33][C:32]([OH:35])=[CH:31][CH:30]=3)(=[O:28])=[O:27])[CH2:22][CH2:21]2)=[CH:4][CH:3]=1.Br[CH2:44][C:45]([O:47][CH2:48][CH3:49])=[O:46].C([O-])([O-])=O.[Cs+].[Cs+]. (2) Given the product [CH:11]([C:2]1[NH:1][CH:5]=[C:4]([C:6]([O:8][CH3:9])=[O:7])[N:3]=1)([CH3:12])[CH3:10], predict the reactants needed to synthesize it. The reactants are: [NH:1]1[CH:5]=[C:4]([C:6]([O:8][CH3:9])=[O:7])[N:3]=[CH:2]1.[C:10](O)(=O)[CH:11](C)[CH3:12].N. (3) Given the product [Si:11]([O:10][CH2:9][CH:8]([C:3]1[CH:4]=[CH:5][CH:6]=[CH:7][C:2]=1[C:35]1([OH:34])[CH2:36][CH2:37][N:38]([C:41]([O:43][CH2:44][CH3:45])=[O:42])[CH2:39][CH2:40]1)[OH:28])([C:24]([CH3:27])([CH3:26])[CH3:25])([C:18]1[CH:23]=[CH:22][CH:21]=[CH:20][CH:19]=1)[C:12]1[CH:17]=[CH:16][CH:15]=[CH:14][CH:13]=1, predict the reactants needed to synthesize it. The reactants are: Br[C:2]1[CH:7]=[CH:6][CH:5]=[CH:4][C:3]=1[CH:8]([OH:28])[CH2:9][O:10][Si:11]([C:24]([CH3:27])([CH3:26])[CH3:25])([C:18]1[CH:23]=[CH:22][CH:21]=[CH:20][CH:19]=1)[C:12]1[CH:17]=[CH:16][CH:15]=[CH:14][CH:13]=1.C([Li])CCC.[O:34]=[C:35]1[CH2:40][CH2:39][N:38]([C:41]([O:43][CH2:44][CH3:45])=[O:42])[CH2:37][CH2:36]1. (4) The reactants are: [Br:1][C:2]1[C:3]([CH3:9])=[N:4][C:5](Br)=[CH:6][CH:7]=1.[I-:10].[Na+].C(Cl)(=O)C. Given the product [Br:1][C:2]1[C:3]([CH3:9])=[N:4][C:5]([I:10])=[CH:6][CH:7]=1, predict the reactants needed to synthesize it. (5) Given the product [Cl:1][C:2]1[CH:3]=[C:4]2[C:8](=[CH:9][CH:10]=1)[N:7]([S:41]([C:38]1[CH:39]=[CH:40][C:35]([O:34][CH3:33])=[CH:36][C:37]=1[O:45][C:46]([F:47])([F:48])[F:49])(=[O:43])=[O:42])[C:6](=[O:11])[C:5]2([N:22]1[CH2:31][C@H:30]([OH:32])[CH2:29][C@H:23]1[C:24]([N:26]([CH3:28])[CH3:27])=[O:25])[C:12]1[CH:17]=[C:16]([CH:18]=[O:19])[CH:15]=[CH:14][C:13]=1[O:20][CH3:21], predict the reactants needed to synthesize it. The reactants are: [Cl:1][C:2]1[CH:3]=[C:4]2[C:8](=[CH:9][CH:10]=1)[NH:7][C:6](=[O:11])[C:5]2([N:22]1[CH2:31][C@H:30]([OH:32])[CH2:29][C@H:23]1[C:24]([N:26]([CH3:28])[CH3:27])=[O:25])[C:12]1[CH:17]=[C:16]([CH:18]=[O:19])[CH:15]=[CH:14][C:13]=1[O:20][CH3:21].[CH3:33][O:34][C:35]1[CH:40]=[CH:39][C:38]([S:41](Cl)(=[O:43])=[O:42])=[C:37]([O:45][C:46]([F:49])([F:48])[F:47])[CH:36]=1.